Predict the product of the given reaction. From a dataset of Forward reaction prediction with 1.9M reactions from USPTO patents (1976-2016). (1) Given the reactants Br[C:2]1[CH:20]=[CH:19][C:5]2[C:6]3[N:11]([CH:12]([CH3:14])[CH2:13][C:4]=2[CH:3]=1)[CH:10]=[C:9]([C:15]([OH:17])=[O:16])[C:8](=[O:18])[CH:7]=3.[CH3:21][NH:22][CH2:23][C:24]1[CH:29]=[CH:28][CH:27]=[CH:26][CH:25]=1.C([O-])([O-])=O.[K+].[K+].N1CCC[C@H]1C(O)=O, predict the reaction product. The product is: [CH2:23]([N:22]([CH3:21])[C:2]1[CH:20]=[CH:19][C:5]2[C:6]3[N:11]([CH:12]([CH3:14])[CH2:13][C:4]=2[CH:3]=1)[CH:10]=[C:9]([C:15]([OH:17])=[O:16])[C:8](=[O:18])[CH:7]=3)[C:24]1[CH:29]=[CH:28][CH:27]=[CH:26][CH:25]=1. (2) Given the reactants CCN(C(C)C)C(C)C.[C:10](OC(=O)C)(=[O:12])[CH3:11].[NH2:17][CH2:18][C:19]1[CH:20]=[C:21]([C:25]2[CH:34]=[C:33]([C:35]([NH:37][CH2:38][C@H:39]3[CH2:44][CH2:43][C@H:42]([CH2:45][NH:46][C:47](=[O:53])[O:48][C:49]([CH3:52])([CH3:51])[CH3:50])[CH2:41][CH2:40]3)=[O:36])[C:32]3[C:27](=[CH:28][CH:29]=[CH:30][CH:31]=3)[N:26]=2)[CH:22]=[CH:23][CH:24]=1, predict the reaction product. The product is: [C:10]([NH:17][CH2:18][C:19]1[CH:20]=[C:21]([C:25]2[CH:34]=[C:33]([C:35]([NH:37][CH2:38][C@H:39]3[CH2:44][CH2:43][C@H:42]([CH2:45][NH:46][C:47](=[O:53])[O:48][C:49]([CH3:50])([CH3:52])[CH3:51])[CH2:41][CH2:40]3)=[O:36])[C:32]3[C:27](=[CH:28][CH:29]=[CH:30][CH:31]=3)[N:26]=2)[CH:22]=[CH:23][CH:24]=1)(=[O:12])[CH3:11]. (3) The product is: [CH3:58][O:59][C:60](=[O:63])[CH2:61][NH:62][C:24]([C:11]1[C:10]([O:9][CH2:2][C:3]2[CH:8]=[CH:7][CH:6]=[CH:5][CH:4]=2)=[CH:15][C:14]([O:16][CH2:17][C:18]2[CH:23]=[CH:22][CH:21]=[CH:20][CH:19]=2)=[CH:13][N:12]=1)=[O:25]. Given the reactants Cl.[CH2:2]([O:9][C:10]1[C:11]([C:24](O)=[O:25])=[N:12][CH:13]=[C:14]([O:16][CH2:17][C:18]2[CH:23]=[CH:22][CH:21]=[CH:20][CH:19]=2)[CH:15]=1)[C:3]1[CH:8]=[CH:7][CH:6]=[CH:5][CH:4]=1.C(N(C(C)C)CC)(C)C.CN(C)CCCN=C=NCC.ON1C2C=CC=CC=2N=N1.Cl.[CH3:58][O:59][C:60](=[O:63])[CH2:61][NH2:62], predict the reaction product. (4) The product is: [CH2:44]([O:51][C:52](=[O:71])[NH:53][CH2:54][CH2:55][CH2:56][CH2:57][C@H:58]([NH:70][C:7]([CH:2]1[CH2:3][CH2:4][CH2:5][CH2:6][O:1]1)=[O:9])[C:59]([C:61]1[S:62][C:63]2[CH:69]=[CH:68][CH:67]=[CH:66][C:64]=2[N:65]=1)=[O:60])[C:45]1[CH:50]=[CH:49][CH:48]=[CH:47][CH:46]=1. Given the reactants [O:1]1[CH2:6][CH2:5][CH2:4][CH2:3][CH:2]1[C:7]([OH:9])=O.CN(C(ON1N=NC2C=CC=NC1=2)=[N+](C)C)C.F[P-](F)(F)(F)(F)F.CCN(C(C)C)C(C)C.Cl.[CH2:44]([O:51][C:52](=[O:71])[NH:53][CH2:54][CH2:55][CH2:56][CH2:57][C@H:58]([NH2:70])[C:59]([C:61]1[S:62][C:63]2[CH:69]=[CH:68][CH:67]=[CH:66][C:64]=2[N:65]=1)=[O:60])[C:45]1[CH:50]=[CH:49][CH:48]=[CH:47][CH:46]=1, predict the reaction product. (5) The product is: [N:7]1[C:8]2[C:13](=[CH:12][C:11](/[CH:14]=[C:22]3/[C:20](=[O:21])[NH:19][C:17](=[S:18])[S:16]/3)=[CH:10][CH:9]=2)[CH:4]=[CH:5][CH:6]=1. Given the reactants C(O[C:4]1[C:13]2[C:8](=[CH:9][CH:10]=[C:11]([CH:14]=O)[CH:12]=2)[N:7]=[CH:6][CH:5]=1)C.[S:16]1[CH2:22][C:20](=[O:21])[NH:19][C:17]1=[S:18].O, predict the reaction product. (6) Given the reactants O1C2(CCC(NC)CC2)OCC1.[BrH:13].Br.[CH2:15]([NH:18][CH:19]1[CH2:28][CH2:27][C:22]2[N:23]=[C:24]([NH2:26])[S:25][C:21]=2[CH2:20]1)CC, predict the reaction product. The product is: [BrH:13].[BrH:13].[CH3:15][NH:18][CH:19]1[CH2:28][CH2:27][C:22]2[N:23]=[C:24]([NH2:26])[S:25][C:21]=2[CH2:20]1.